This data is from Catalyst prediction with 721,799 reactions and 888 catalyst types from USPTO. The task is: Predict which catalyst facilitates the given reaction. Reactant: [F:1][C:2]1[CH:3]=[C:4]([CH2:9][C@@H:10]([NH:40]C(=O)OC(C)(C)C)[C:11]([N:13]2[CH2:18][CH2:17][CH:16]([N:19]3[N:28]=[C:27]([C:29]4[CH:34]=[CH:33][C:32]([O:35][CH3:36])=[C:31]([O:37][CH3:38])[CH:30]=4)[C@@H:26]4[C@@H:21]([CH2:22][CH2:23][CH2:24][CH2:25]4)[C:20]3=[O:39])[CH2:15][CH2:14]2)=[O:12])[CH:5]=[CH:6][C:7]=1[F:8].[ClH:48].C(OCC)C. Product: [ClH:48].[NH2:40][C@H:10]([CH2:9][C:4]1[CH:5]=[CH:6][C:7]([F:8])=[C:2]([F:1])[CH:3]=1)[C:11]([N:13]1[CH2:14][CH2:15][CH:16]([N:19]2[N:28]=[C:27]([C:29]3[CH:34]=[CH:33][C:32]([O:35][CH3:36])=[C:31]([O:37][CH3:38])[CH:30]=3)[C@@H:26]3[C@@H:21]([CH2:22][CH2:23][CH2:24][CH2:25]3)[C:20]2=[O:39])[CH2:17][CH2:18]1)=[O:12]. The catalyst class is: 12.